The task is: Regression/Classification. Given a drug SMILES string, predict its absorption, distribution, metabolism, or excretion properties. Task type varies by dataset: regression for continuous measurements (e.g., permeability, clearance, half-life) or binary classification for categorical outcomes (e.g., BBB penetration, CYP inhibition). Dataset: rlm.. This data is from Rat liver microsome stability data. The result is 0 (unstable in rat liver microsomes). The compound is CN1CCC(C(=O)N[C@@H](Cc2c[nH]c3ccccc23)C(=O)Nc2ccncc2)CC1.